Dataset: Catalyst prediction with 721,799 reactions and 888 catalyst types from USPTO. Task: Predict which catalyst facilitates the given reaction. (1) Reactant: [NH2:1][C:2]1[S:3][CH:4]=[CH:5][N:6]=1.N1C=CC=C[C:8]=1C#CC1SC(C=O)=CC=1.[CH3:22][C:23]([N+:30]#[C-:31])([CH2:25][C:26]([CH3:29])([CH3:28])[CH3:27])[CH3:24].Cl(O)(=O)(=O)=O.C([O-])([O-])=O.[Na+].[Na+]. Product: [CH3:22][C:23]([NH:30][C:31]1[N:6]2[C:2]([S:3][CH:4]=[CH:5]2)=[N:1][CH:8]=1)([CH2:25][C:26]([CH3:29])([CH3:28])[CH3:27])[CH3:24]. The catalyst class is: 373. (2) Reactant: [N:1]([C:4]1[CH:5]=[N:6][CH:7]=[CH:8][C:9]=1[N:10]1[CH2:15][CH2:14][CH2:13][C@H:12]([NH:16][C:17](=[O:23])[O:18][C:19]([CH3:22])([CH3:21])[CH3:20])[CH2:11]1)=[C:2]=S.[F:24][C:25]1[C:26]([C:31]2[N:32]=[N:33][C:34]([NH:37][NH2:38])=[CH:35][CH:36]=2)=[N:27][CH:28]=[CH:29][CH:30]=1.C1CCC(N=C=NC2CCCCC2)CC1. Product: [F:24][C:25]1[C:26]([C:31]2[CH:36]=[CH:35][C:34]3[N:33]([C:2]([NH:1][C:4]4[CH:5]=[N:6][CH:7]=[CH:8][C:9]=4[N:10]4[CH2:15][CH2:14][CH2:13][C@H:12]([NH:16][C:17](=[O:23])[O:18][C:19]([CH3:22])([CH3:21])[CH3:20])[CH2:11]4)=[N:38][N:37]=3)[N:32]=2)=[N:27][CH:28]=[CH:29][CH:30]=1. The catalyst class is: 10.